This data is from Forward reaction prediction with 1.9M reactions from USPTO patents (1976-2016). The task is: Predict the product of the given reaction. (1) The product is: [C:7]([O:11][C:12]([N:14]1[CH:18]=[CH:17][CH:16]=[C:15]1[C:33]1[CH:32]=[N:31][CH:30]=[C:29]([Br:28])[CH:34]=1)=[O:13])([CH3:10])([CH3:9])[CH3:8]. Given the reactants C(=O)([O-])[O-].[Cs+].[Cs+].[C:7]([O:11][C:12]([N:14]1[CH:18]=[CH:17][CH:16]=[C:15]1B(O)O)=[O:13])([CH3:10])([CH3:9])[CH3:8].O1CCOCC1.[Br:28][C:29]1[CH:30]=[N:31][CH:32]=[C:33](Br)[CH:34]=1, predict the reaction product. (2) Given the reactants [CH3:1][O:2][C:3]1[CH:8]=[C:7]([O:9][CH2:10][CH2:11][S:12][CH3:13])[CH:6]=[CH:5][C:4]=1[NH:14][C:15]([C@@H:17]1[NH:21][C@@H:20]([CH2:22][C:23]([CH3:26])([CH3:25])[CH3:24])[C@:19]2([C:34]3[C:29](=[CH:30][C:31]([Cl:35])=[CH:32][CH:33]=3)[NH:28][C:27]2=[O:36])[C@H:18]1[C:37]1[CH:42]=[CH:41][CH:40]=[C:39]([Cl:43])[C:38]=1[F:44])=[O:16].ClC1C=C(C=CC=1)C(OO)=[O:50].[OH2:56], predict the reaction product. The product is: [CH3:13][S:12]([CH2:11][CH2:10][O:9][C:7]1[CH:6]=[CH:5][C:4]([NH:14][C:15]([C@@H:17]2[NH:21][C@@H:20]([CH2:22][C:23]([CH3:26])([CH3:25])[CH3:24])[C@:19]3([C:34]4[C:29](=[CH:30][C:31]([Cl:35])=[CH:32][CH:33]=4)[NH:28][C:27]3=[O:36])[C@H:18]2[C:37]2[CH:42]=[CH:41][CH:40]=[C:39]([Cl:43])[C:38]=2[F:44])=[O:16])=[C:3]([O:2][CH3:1])[CH:8]=1)(=[O:50])=[O:56]. (3) Given the reactants [C:1](Cl)(=O)C.[Cl:5][C:6]1[CH:11]=[CH:10][CH:9]=[CH:8][C:7]=1[CH:12]=[CH:13][C:14](=[O:18])[C:15]([OH:17])=[O:16], predict the reaction product. The product is: [CH3:1][O:16][C:15](=[O:17])[C:14](=[O:18])[CH:13]=[CH:12][C:7]1[CH:8]=[CH:9][CH:10]=[CH:11][C:6]=1[Cl:5]. (4) Given the reactants [N].[NH:2]1[C:10]2[C:5](=CC=C[CH:9]=2)[CH:4]=[CH:3]1.CI.[C:13]([O-:16])([O-])=O.[K+].[K+].C[N:20]1C2C(=CC=CC=2)[CH:22]=[CH:21]1.N1C2C(=CC=CC=2)C=C1.[O:38]=P12OP3(OP(OP(O3)(O1)=O)(=O)O2)=O.CS(O)(=O)=O, predict the reaction product. The product is: [CH2:22]1[C:13](=[O:16])[C:5]2[CH:4]=[CH:3][NH:2][C:10]=2[C:9](=[O:38])[NH:20][CH2:21]1.